This data is from Full USPTO retrosynthesis dataset with 1.9M reactions from patents (1976-2016). The task is: Predict the reactants needed to synthesize the given product. (1) Given the product [NH:15]1[C:11]2=[N:12][CH:13]=[N:14][C:9]([N:8]([CH:3]3[CH2:4][CH2:5][CH2:6][CH2:7][N:1]([C:50](=[O:51])[CH2:49][NH:48][C:43]4[CH:42]=[C:41]([Cl:40])[CH:46]=[C:45]([Cl:47])[CH:44]=4)[CH2:2]3)[CH3:18])=[C:10]2[CH:17]=[N:16]1, predict the reactants needed to synthesize it. The reactants are: [NH:1]1[CH2:7][CH2:6][CH2:5][CH2:4][CH:3]([N:8]([CH3:18])[C:9]2[N:14]=[CH:13][N:12]=[C:11]3[NH:15][N:16]=[CH:17][C:10]=23)[CH2:2]1.CCN=C=NCCCN(C)C.C1C=CC2N(O)N=NC=2C=1.[Cl:40][C:41]1[CH:42]=[C:43]([NH:48][CH2:49][C:50](O)=[O:51])[CH:44]=[C:45]([Cl:47])[CH:46]=1.CCN(C(C)C)C(C)C. (2) Given the product [CH2:1]([NH:3][C:4](=[O:5])[NH:6][C:7]1[N:8]=[CH:9][C:10]([C:23]2[CH:24]=[C:25]3[C:30](=[CH:31][CH:32]=2)[N:29]([CH2:33][CH2:34][O:35][CH3:36])[CH:28]=[C:27]([C:37]([O:39][CH2:40][CH3:41])=[O:38])[C:26]3=[O:42])=[CH:11][CH:12]=1)[CH3:2], predict the reactants needed to synthesize it. The reactants are: [CH2:1]([NH:3][C:4]([NH:6][C:7]1[CH:12]=[CH:11][C:10](B2OC(C)(C)C(C)(C)O2)=[CH:9][N:8]=1)=[O:5])[CH3:2].I[C:23]1[CH:24]=[C:25]2[C:30](=[CH:31][CH:32]=1)[N:29]([CH2:33][CH2:34][O:35][CH3:36])[CH:28]=[C:27]([C:37]([O:39][CH2:40][CH3:41])=[O:38])[C:26]2=[O:42].C(=O)([O-])[O-].[Cs+].[Cs+].